The task is: Predict the reactants needed to synthesize the given product.. This data is from Full USPTO retrosynthesis dataset with 1.9M reactions from patents (1976-2016). (1) Given the product [CH2:23]([O:22][C:20]([C:2]1[C:7]([C:8]([O:10][CH2:11][CH3:12])=[O:9])=[CH:6][N:5]=[C:4]([S:13][CH3:14])[N:3]=1)=[CH2:21])[CH3:24], predict the reactants needed to synthesize it. The reactants are: Cl[C:2]1[C:7]([C:8]([O:10][CH2:11][CH3:12])=[O:9])=[CH:6][N:5]=[C:4]([S:13][CH3:14])[N:3]=1.C([Sn](CCCC)(CCCC)[C:20]([O:22][CH2:23][CH3:24])=[CH2:21])CCC.[F-].[K+]. (2) Given the product [C:1]([O:5][C@@H:6]([C:11]1[C:40]([CH3:41])=[CH:39][C:38]2=[N:42][C:35]3=[CH:36][N:37]2[C:12]=1[N:13]1[CH2:47][CH2:46][C:16]([CH3:48])([O:17][CH2:18][CH:19]=[CH:20][CH2:21][C@H:22]([CH3:45])[O:23][C:24]2[CH:25]=[CH:26][C:27]([CH3:44])=[CH:28][C:29]=2[C:30]2[CH:43]=[C:34]3[CH:33]=[CH:32][CH:31]=2)[CH2:15][CH2:14]1)[C:7]([OH:9])=[O:8])([CH3:4])([CH3:2])[CH3:3], predict the reactants needed to synthesize it. The reactants are: [C:1]([O:5][C@@H:6]([C:11]1[C:40]([CH3:41])=[CH:39][C:38]2=[N:42][C:35]3=[CH:36][N:37]2[C:12]=1[N:13]1[CH2:47][CH2:46][C:16]([CH3:48])([O:17][CH2:18][CH:19]=[CH:20][CH2:21][C@H:22]([CH3:45])[O:23][C:24]2[CH:25]=[CH:26][C:27]([CH3:44])=[CH:28][C:29]=2[C:30]2[CH:43]=[C:34]3[CH:33]=[CH:32][CH:31]=2)[CH2:15][CH2:14]1)[C:7]([O:9]C)=[O:8])([CH3:4])([CH3:3])[CH3:2].C(O[C@@H](C1C(C)=CC2=NC3=CN2C=1N1CCC(C)(OCC=CC[C@H](C)OC2C=C(F)C=CC=2C2C=C3C=CC=2)CC1)C(O)=O)(C)(C)C. (3) The reactants are: [NH2:1]CCCN1CCC(C2C=C(NC(=O)N(C)C)C=CC=2)CC1.NCCCN1CCC(C2C=C(NC(=O)OC(C)C)C=CC=2)CC1.NCCCN1CCC(C2C=C(NC(=O)OCC3C=CC=CC=3)C=CC=2)CC1.NC[CH2:75][CH2:76][N:77]1[CH2:82][CH2:81][CH:80]([C:83]2[CH:84]=[C:85]([NH:91][C:92](=[O:96])[CH:93]([CH3:95])[CH3:94])[CH:86]=[CH:87][C:88]=2OC)[CH2:79][CH2:78]1.NCCCN1CCC(C2C=C(NC(=O)CCC)C=CC=2OC)CC1.NCCCN1CCC(C2C=CC(O)=C(NC(=O)C(C)C)C=2)CC1. Given the product [NH2:1][CH2:75][CH2:76][N:77]1[CH2:78][CH2:79][CH:80]([C:83]2[CH:84]=[C:85]([NH:91][C:92](=[O:96])[CH:93]([CH3:94])[CH3:95])[CH:86]=[CH:87][CH:88]=2)[CH2:81][CH2:82]1, predict the reactants needed to synthesize it. (4) Given the product [CH2:1]([C:16]1[CH:21]=[CH:20][C:19]([CH2:12][CH2:11][CH2:10][CH2:9][CH2:8][CH2:7][CH2:6][CH2:5][CH2:4][CH2:3][CH2:2][CH3:1])=[CH:18][CH:17]=1)[CH2:2][CH2:3][CH2:4][CH2:5][CH2:6][CH2:7][CH2:8][CH2:9][CH2:10][CH2:11][CH3:12], predict the reactants needed to synthesize it. The reactants are: [CH2:1]([Mg]Br)[CH2:2][CH2:3][CH2:4][CH2:5][CH2:6][CH2:7][CH2:8][CH2:9][CH2:10][CH2:11][CH3:12].Cl[C:16]1[CH:21]=[CH:20][C:19](Cl)=[CH:18][CH:17]=1. (5) Given the product [O:15]=[C:16]1[C:5]2[C:3](=[CH:2][CH:8]=[CH:7][C:6]=2[C:9]([F:12])([F:11])[F:10])[NH:4][CH:23]=[C:17]1[C:18]([OH:20])=[O:19], predict the reactants needed to synthesize it. The reactants are: Cl[C:2]1[CH:8]=[CH:7][C:6]([C:9]([F:12])([F:11])[F:10])=[CH:5][C:3]=1[NH2:4].C([O:15][CH:16]=[C:17]([C:23](OCC)=O)[C:18]([O:20]CC)=[O:19])C.C1(C)C=CC=CC=1. (6) The reactants are: [CH3:1][O:2][N:3]1[CH2:9][CH2:8][N:7]2[C:10](=[O:23])[CH:11]([C:14]3[C:19]([CH3:20])=[CH:18][C:17]([CH3:21])=[CH:16][C:15]=3[CH3:22])[C:12](=[O:13])[N:6]2[CH2:5][CH2:4]1.C(N(CC)CC)C.[CH3:31][C:32]([CH3:37])([CH3:36])[C:33](Cl)=[O:34]. Given the product [CH3:1][O:2][N:3]1[CH2:4][CH2:5][N:6]2[C:12](=[O:13])[C:11]([C:14]3[C:15]([CH3:22])=[CH:16][C:17]([CH3:21])=[CH:18][C:19]=3[CH3:20])=[C:10]([O:23][C:33](=[O:34])[C:32]([CH3:37])([CH3:36])[CH3:31])[N:7]2[CH2:8][CH2:9]1, predict the reactants needed to synthesize it. (7) Given the product [CH3:26][C:24]1[S:25][C:21]2[CH:20]=[CH:19][C:18]([O:17][CH2:16][CH:15]([OH:28])[CH2:14][N:11]3[CH2:10][CH2:9][NH:8][CH2:13][CH2:12]3)=[CH:27][C:22]=2[N:23]=1, predict the reactants needed to synthesize it. The reactants are: C(OC([N:8]1[CH2:13][CH2:12][N:11]([CH2:14][CH:15]([OH:28])[CH2:16][O:17][C:18]2[CH:19]=[CH:20][C:21]3[S:25][C:24]([CH3:26])=[N:23][C:22]=3[CH:27]=2)[CH2:10][CH2:9]1)=O)(C)(C)C.FC(F)(F)C(O)=O.C(Cl)Cl. (8) Given the product [C:1]([NH:5][S:6]([C:9]1[CH:14]=[CH:13][CH:12]=[CH:11][C:10]=1[C:15]1[CH:20]=[CH:19][C:18]([CH2:21][NH:30][CH2:23][CH2:24][CH2:25][CH2:26][CH2:27][CH2:28][CH3:29])=[CH:17][CH:16]=1)(=[O:8])=[O:7])([CH3:4])([CH3:3])[CH3:2], predict the reactants needed to synthesize it. The reactants are: [C:1]([NH:5][S:6]([C:9]1[CH:14]=[CH:13][CH:12]=[CH:11][C:10]=1[C:15]1[CH:20]=[CH:19][C:18]([CH2:21]Br)=[CH:17][CH:16]=1)(=[O:8])=[O:7])([CH3:4])([CH3:3])[CH3:2].[CH2:23]([NH2:30])[CH2:24][CH2:25][CH2:26][CH2:27][CH2:28][CH3:29].C(=O)([O-])[O-].[K+].[K+].CN(C)C=O.